This data is from Forward reaction prediction with 1.9M reactions from USPTO patents (1976-2016). The task is: Predict the product of the given reaction. Given the reactants C([O:8][C:9]1[CH:14]=[CH:13][C:12]([N:15]2[CH2:20][CH2:19][CH:18]([O:21][C:22]3[CH:27]=[CH:26][C:25]([O:28][C:29]([F:32])([F:31])[F:30])=[CH:24][CH:23]=3)[CH2:17][CH2:16]2)=[CH:11][CH:10]=1)C1C=CC=CC=1.[H][H], predict the reaction product. The product is: [OH:8][C:9]1[CH:10]=[CH:11][C:12]([N:15]2[CH2:16][CH2:17][CH:18]([O:21][C:22]3[CH:27]=[CH:26][C:25]([O:28][C:29]([F:32])([F:30])[F:31])=[CH:24][CH:23]=3)[CH2:19][CH2:20]2)=[CH:13][CH:14]=1.